From a dataset of Retrosynthesis with 50K atom-mapped reactions and 10 reaction types from USPTO. Predict the reactants needed to synthesize the given product. (1) Given the product O=C(NC1(C(F)(F)F)CC1)c1cnc(Cl)cn1, predict the reactants needed to synthesize it. The reactants are: NC1(C(F)(F)F)CC1.O=C(O)c1cnc(Cl)cn1. (2) The reactants are: Cc1cc(C(F)(F)F)nn1CC(=O)N1CCN(c2cccc(N)c2)CC1.O=C(O)c1cccc(Cl)c1O. Given the product Cc1cc(C(F)(F)F)nn1CC(=O)N1CCN(c2cccc(NC(=O)c3cccc(Cl)c3O)c2)CC1, predict the reactants needed to synthesize it. (3) Given the product COc1ccc(S(=O)OC)cc1OC, predict the reactants needed to synthesize it. The reactants are: COc1ccc(S(=O)Cl)cc1OC.O=C([O-])O. (4) Given the product CC(C)(C)OC(=O)Nc1c[nH]nc1C(=O)Nc1ccc(CN2CCOCC2)cc1N, predict the reactants needed to synthesize it. The reactants are: CC(C)(C)OC(=O)Nc1c[nH]nc1C(=O)O.Nc1ccc(CN2CCOCC2)cc1N. (5) Given the product COCCCOc1cc(C(=O)N(C[C@@H]2CNCC2=O)C(C)C)ccc1OC, predict the reactants needed to synthesize it. The reactants are: COCCCOc1cc(C(=O)N(CC2CN(C(=O)OC(C)(C)C)CC2=O)C(C)C)ccc1OC. (6) The reactants are: COCCl.O=C(NC(Cc1cc(=O)[nH]c2ccccc12)C(=O)O)c1ccc(Cl)cc1. Given the product COCOC(=O)C(Cc1cc(=O)[nH]c2ccccc12)NC(=O)c1ccc(Cl)cc1, predict the reactants needed to synthesize it. (7) Given the product COC(=O)C[C@@H]1COc2cc(O[C@@H]3CCc4c3ccc(C#N)c4Cc3ccc(F)cc3)ccc21, predict the reactants needed to synthesize it. The reactants are: COC(=O)C[C@@H]1COc2cc(O[C@@H]3CCc4c3ccc(C#N)c4Br)ccc21.Fc1ccc(CBr)cc1. (8) Given the product Oc1ccc(C2CCN(C3=Nn4c(nnc4C(F)(F)F)CC3)CC2)cc1, predict the reactants needed to synthesize it. The reactants are: Oc1ccc(C2CCN(c3ccc4nnc(C(F)(F)F)n4n3)CC2)cc1.